This data is from Full USPTO retrosynthesis dataset with 1.9M reactions from patents (1976-2016). The task is: Predict the reactants needed to synthesize the given product. (1) Given the product [Br-:1].[CH2:30]([N+:28]([CH2:9][C:10]1[CH:15]=[CH:14][C:13]([N:16]=[C:17]=[S:18])=[CH:12][CH:11]=1)([CH3:29])[CH3:27])[C:31]1[CH:36]=[CH:35][CH:34]=[CH:33][CH:32]=1, predict the reactants needed to synthesize it. The reactants are: [Br:1]CCCN=C=S.Br[CH2:9][C:10]1[CH:15]=[CH:14][C:13]([N:16]=[C:17]=[S:18])=[CH:12][CH:11]=1.N12CCC(CC1)CC2.[CH3:27][N:28]([CH2:30][C:31]1[CH:36]=[CH:35][CH:34]=[CH:33][CH:32]=1)[CH3:29]. (2) Given the product [F:1][C:2]1[CH:7]=[C:6]([CH3:8])[CH:5]=[C:4]([F:9])[C:3]=1[B:19]1[O:23][C:22]([CH3:25])([CH3:24])[C:21]([CH3:27])([CH3:26])[O:20]1, predict the reactants needed to synthesize it. The reactants are: [F:1][C:2]1[CH:7]=[C:6]([CH3:8])[CH:5]=[C:4]([F:9])[CH:3]=1.C([Li])CCC.C(O[B:19]1[O:23][C:22]([CH3:25])([CH3:24])[C:21]([CH3:27])([CH3:26])[O:20]1)(C)C. (3) Given the product [Br:1][C:2]1[CH:3]=[C:4]([N+:14]([O-:16])=[O:15])[C:5]2[O:9][CH:8]=[CH:7][C:6]=2[CH:13]=1, predict the reactants needed to synthesize it. The reactants are: [Br:1][C:2]1[CH:3]=[C:4]([N+:14]([O-:16])=[O:15])[C:5]2[O:9][CH:8]=[C:7](C(O)=O)[C:6]=2[CH:13]=1.